Dataset: Forward reaction prediction with 1.9M reactions from USPTO patents (1976-2016). Task: Predict the product of the given reaction. (1) The product is: [Cl:1][C:2]1[N:3]=[N:4][C:5]([C:8]([OH:10])=[O:9])=[CH:6][CH:7]=1. Given the reactants [Cl:1][C:2]1[N:3]=[N:4][C:5]([CH3:8])=[CH:6][CH:7]=1.[OH2:9].[OH:10]S(O)(=O)=O, predict the reaction product. (2) Given the reactants [C:9](O[C:9]([O:11][C:12]([CH3:15])([CH3:14])[CH3:13])=[O:10])([O:11][C:12]([CH3:15])([CH3:14])[CH3:13])=[O:10].[BrH:16].[Br-].[NH2:18][C@H:19]1[CH2:24][CH2:23][CH2:22][N+:21]([CH2:35][CH2:36][CH2:37][C:38]2[CH:43]=[CH:42][CH:41]=[C:40]([OH:44])[CH:39]=2)([CH2:25][CH2:26][CH2:27][C:28]2[CH:33]=[CH:32][CH:31]=[C:30]([OH:34])[CH:29]=2)[CH2:20]1.C(N(CC)CC)C, predict the reaction product. The product is: [Br-:16].[C:12]([O:11][C:9]([NH:18][C@H:19]1[CH2:24][CH2:23][CH2:22][N+:21]([CH2:25][CH2:26][CH2:27][C:28]2[CH:33]=[CH:32][CH:31]=[C:30]([OH:34])[CH:29]=2)([CH2:35][CH2:36][CH2:37][C:38]2[CH:43]=[CH:42][CH:41]=[C:40]([OH:44])[CH:39]=2)[CH2:20]1)=[O:10])([CH3:13])([CH3:14])[CH3:15]. (3) Given the reactants Cl.C(N=C=NCCCN(C)C)C.[Cl:13][C:14]1[CH:32]=[C:31]([Cl:33])[CH:30]=[CH:29][C:15]=1[CH2:16][N:17]1[C:21]([CH3:22])=[CH:20][C:19]([CH3:23])=[C:18]1/[CH:24]=[CH:25]/[C:26]([OH:28])=O.[CH2:34]([S:39]([NH2:42])(=[O:41])=[O:40])[CH2:35][CH2:36][CH2:37][CH3:38].Cl, predict the reaction product. The product is: [Cl:13][C:14]1[CH:32]=[C:31]([Cl:33])[CH:30]=[CH:29][C:15]=1[CH2:16][N:17]1[C:21]([CH3:22])=[CH:20][C:19]([CH3:23])=[C:18]1/[CH:24]=[CH:25]/[C:26]([NH:42][S:39]([CH2:34][CH2:35][CH2:36][CH2:37][CH3:38])(=[O:41])=[O:40])=[O:28]. (4) Given the reactants [CH2:1]([O:8][C:9]([N:11]1[CH2:16][CH2:15][C:14]([NH:20][C:21]([O:23][C:24]([CH3:27])([CH3:26])[CH3:25])=[O:22])([C:17]([OH:19])=O)[CH2:13][CH2:12]1)=[O:10])[C:2]1[CH:7]=[CH:6][CH:5]=[CH:4][CH:3]=1.Cl.C(N=C=NCCCN(C)C)C.[CH:40]1([CH2:46][NH2:47])[CH2:45][CH2:44][CH2:43][CH2:42][CH2:41]1.O, predict the reaction product. The product is: [CH2:1]([O:8][C:9]([N:11]1[CH2:12][CH2:13][C:14]([NH:20][C:21](=[O:22])[O:23][C:24]([CH3:26])([CH3:25])[CH3:27])([C:17]([NH:47][CH2:46][CH:40]2[CH2:45][CH2:44][CH2:43][CH2:42][CH2:41]2)=[O:19])[CH2:15][CH2:16]1)=[O:10])[C:2]1[CH:7]=[CH:6][CH:5]=[CH:4][CH:3]=1. (5) Given the reactants FC(F)(F)C(O)=O.FC(F)(F)C(O)=O.[Cl:15][C:16]1[C:17]([N:29]2[CH2:34][CH2:33][NH:32][CH2:31][CH2:30]2)=[N:18][CH:19]=[C:20]([C:22]2[O:23][C:24]([CH2:27][CH3:28])=[CH:25][N:26]=2)[CH:21]=1.CCN(C(C)C)C(C)C.[C:44]1([S:50]([N:53]=[C:54]=[O:55])(=[O:52])=[O:51])[CH:49]=[CH:48][CH:47]=[CH:46][CH:45]=1.CC(O)=O, predict the reaction product. The product is: [Cl:15][C:16]1[C:17]([N:29]2[CH2:34][CH2:33][N:32]([C:54]([NH:53][S:50]([C:44]3[CH:45]=[CH:46][CH:47]=[CH:48][CH:49]=3)(=[O:52])=[O:51])=[O:55])[CH2:31][CH2:30]2)=[N:18][CH:19]=[C:20]([C:22]2[O:23][C:24]([CH2:27][CH3:28])=[CH:25][N:26]=2)[CH:21]=1. (6) Given the reactants N[C:2]1[CH:9]=[CH:8][C:5]([C:6]#[N:7])=[C:4]([Cl:10])[C:3]=1[CH3:11].Cl.N([O-])=O.[Na+].[C:17]([C:21]1[CH:25]=[C:24]([C:26]([NH:28][CH2:29][CH2:30][C:31]2[O:32][CH:33]=[CH:34][CH:35]=2)=[O:27])[NH:23][N:22]=1)([CH3:20])([CH3:19])[CH3:18], predict the reaction product. The product is: [C:17]([C:21]1[CH:25]=[C:24]([C:26]([NH:28][CH2:29][CH2:30][C:31]2[O:32][C:33]([C:2]3[CH:9]=[CH:8][C:5]([C:6]#[N:7])=[C:4]([Cl:10])[C:3]=3[CH3:11])=[CH:34][CH:35]=2)=[O:27])[NH:23][N:22]=1)([CH3:20])([CH3:18])[CH3:19]. (7) Given the reactants Br[CH2:2][C:3]1[N:4]=[CH:5][C:6]([NH:9][C:10](=[O:16])[O:11][C:12]([CH3:15])([CH3:14])[CH3:13])=[N:7][CH:8]=1.[CH2:17]([O:19][P:20](OCC)([O:22][CH2:23][CH3:24])=[O:21])[CH3:18], predict the reaction product. The product is: [CH2:17]([O:19][P:20]([CH2:2][C:3]1[N:4]=[CH:5][C:6]([NH:9][C:10](=[O:16])[O:11][C:12]([CH3:15])([CH3:14])[CH3:13])=[N:7][CH:8]=1)([O:22][CH2:23][CH3:24])=[O:21])[CH3:18].